Dataset: Catalyst prediction with 721,799 reactions and 888 catalyst types from USPTO. Task: Predict which catalyst facilitates the given reaction. (1) Reactant: FC(F)(F)C(OC(=O)C(F)(F)F)=O.[CH3:14][O:15][C:16]1[CH:25]=[C:24]2[C:19]([CH:20]=[CH:21][CH:22]=[C:23]2[CH2:26][C:27]([NH2:29])=O)=[CH:18][CH:17]=1. Product: [CH3:14][O:15][C:16]1[CH:25]=[C:24]2[C:19]([CH:20]=[CH:21][CH:22]=[C:23]2[CH2:26][C:27]#[N:29])=[CH:18][CH:17]=1. The catalyst class is: 7. (2) Product: [NH2:1][C@@:2]([C:7]1[CH:12]=[CH:11][CH:10]=[CH:9][CH:8]=1)([CH3:6])[CH2:3][OH:4]. Reactant: [NH2:1][C@@:2]([C:7]1[CH:12]=[CH:11][CH:10]=[CH:9][CH:8]=1)([CH3:6])[C:3](O)=[O:4]. The catalyst class is: 1. (3) Reactant: [CH2:1]([C:3]1[N:7]([C:8]2[N:16]=[C:15]3[C:11]([N:12]=[C:13]([CH:18]=O)[N:14]3[CH3:17])=[C:10]([N:20]3[CH2:25][CH2:24][O:23][CH2:22][CH2:21]3)[N:9]=2)[C:6]2[CH:26]=[CH:27][CH:28]=[CH:29][C:5]=2[N:4]=1)[CH3:2].[NH:30]1[CH2:33][CH:32]([N:34]2[CH2:39][CH2:38][CH:37]([OH:40])[CH2:36][CH2:35]2)[CH2:31]1.C(O[BH-](OC(=O)C)OC(=O)C)(=O)C.[Na+]. Product: [CH2:1]([C:3]1[N:7]([C:8]2[N:16]=[C:15]3[C:11]([N:12]=[C:13]([CH2:18][N:30]4[CH2:33][CH:32]([N:34]5[CH2:39][CH2:38][CH:37]([OH:40])[CH2:36][CH2:35]5)[CH2:31]4)[N:14]3[CH3:17])=[C:10]([N:20]3[CH2:21][CH2:22][O:23][CH2:24][CH2:25]3)[N:9]=2)[C:6]2[CH:26]=[CH:27][CH:28]=[CH:29][C:5]=2[N:4]=1)[CH3:2]. The catalyst class is: 26. (4) Reactant: [Br:1][C:2]1[CH:7]=[C:6]2[NH:8][C:9](=[O:42])[C:10]3([CH:15]([C:16]4[CH:21]=[C:20]([Cl:22])[CH:19]=[CH:18][C:17]=4[O:23][C:24]([CH2:31][CH3:32])([C:27]([O:29]C)=[O:28])[CH2:25][CH3:26])[CH2:14][C:13](=[O:33])[NH:12][CH:11]3[C:34]3[CH:39]=[C:38]([F:40])[CH:37]=[CH:36][C:35]=3[CH3:41])[C:5]2=[CH:4][CH:3]=1.O[Li].O.O. Product: [Br:1][C:2]1[CH:7]=[C:6]2[NH:8][C:9](=[O:42])[C:10]3([CH:15]([C:16]4[CH:21]=[C:20]([Cl:22])[CH:19]=[CH:18][C:17]=4[O:23][C:24]([CH2:31][CH3:32])([C:27]([OH:29])=[O:28])[CH2:25][CH3:26])[CH2:14][C:13](=[O:33])[NH:12][CH:11]3[C:34]3[CH:39]=[C:38]([F:40])[CH:37]=[CH:36][C:35]=3[CH3:41])[C:5]2=[CH:4][CH:3]=1. The catalyst class is: 5. (5) Reactant: [C:1]([C:3]1[CH:8]=[CH:7][CH:6]=[CH:5][C:4]=1[CH2:9][C:10]([NH2:12])=[O:11])#[CH:2].Cl[C:14]1[C:19]([C:20]([F:23])([F:22])[F:21])=[CH:18][N:17]=[C:16]([NH:24][C:25]2[CH:30]=[CH:29][C:28]([CH:31]3[CH2:36][CH2:35][N:34]([C:37]([O:39][C:40]([CH3:43])([CH3:42])[CH3:41])=[O:38])[CH2:33][CH2:32]3)=[CH:27][C:26]=2[O:44][C:45]([F:48])([F:47])[F:46])[N:15]=1.C(N(CC)CC)C.C1(P(C2C=CC=CC=2)C2C=CC=CC=2)C=CC=CC=1. Product: [NH2:12][C:10](=[O:11])[CH2:9][C:4]1[CH:5]=[CH:6][CH:7]=[CH:8][C:3]=1[C:1]#[C:2][C:18]1[C:19]([C:20]([F:21])([F:23])[F:22])=[CH:14][N:15]=[C:16]([NH:24][C:25]2[CH:30]=[CH:29][C:28]([CH:31]3[CH2:32][CH2:33][N:34]([C:37]([O:39][C:40]([CH3:43])([CH3:42])[CH3:41])=[O:38])[CH2:35][CH2:36]3)=[CH:27][C:26]=2[O:44][C:45]([F:46])([F:47])[F:48])[N:17]=1. The catalyst class is: 233. (6) Reactant: [Cl:1][C:2]1[CH:7]=[C:6]([CH3:8])[N:5]=[C:4]([C:9]([O:11]C)=[O:10])[C:3]=1[O:13][CH2:14][CH3:15].CO.O[Li].O.Cl. Product: [Cl:1][C:2]1[CH:7]=[C:6]([CH3:8])[N:5]=[C:4]([C:9]([OH:11])=[O:10])[C:3]=1[O:13][CH2:14][CH3:15]. The catalyst class is: 20.